From a dataset of Retrosynthesis with 50K atom-mapped reactions and 10 reaction types from USPTO. Predict the reactants needed to synthesize the given product. (1) The reactants are: CCC[C@H](NC(=O)C1CC(Oc2cc(-c3ccccc3)nc3cc(OC)ccc23)C=C1C(=O)O)C(=O)OC(C)(C)C.COC(=O)C(NC(=O)C(N)C(C)C)C1CCCCC1. Given the product CCC[C@H](NC(=O)[C@H]1C[C@H](Oc2cc(-c3ccccc3)nc3cc(OC)ccc23)C=C1C(=O)N[C@H](C(=O)N[C@H](C(=O)OC)C1CCCCC1)C(C)C)C(=O)OC(C)(C)C, predict the reactants needed to synthesize it. (2) Given the product CC1CN(c2ccc(N)cc2)CC(C)N1, predict the reactants needed to synthesize it. The reactants are: CC1CN(c2ccc([N+](=O)[O-])cc2)CC(C)N1.